From a dataset of Full USPTO retrosynthesis dataset with 1.9M reactions from patents (1976-2016). Predict the reactants needed to synthesize the given product. (1) Given the product [NH:1]([C:8]1[C:13]([Br:14])=[CH:12][N:11]=[C:10]([NH:15][C:16]2[CH:21]=[CH:20][C:19]([C:28]#[C:27][CH2:26][N:24]([CH3:25])[CH3:23])=[CH:18][CH:17]=2)[N:9]=1)[C:2]1[CH:7]=[CH:6][CH:5]=[CH:4][CH:3]=1, predict the reactants needed to synthesize it. The reactants are: [NH:1]([C:8]1[C:13]([Br:14])=[CH:12][N:11]=[C:10]([NH:15][C:16]2[CH:21]=[CH:20][C:19](I)=[CH:18][CH:17]=2)[N:9]=1)[C:2]1[CH:7]=[CH:6][CH:5]=[CH:4][CH:3]=1.[CH3:23][N:24]([CH2:26][C:27]#[CH:28])[CH3:25]. (2) Given the product [NH:34]1[C:32]2=[N:33][C:28]([C:26]#[C:27][C:2]3[CH:3]=[C:4]([CH:7]=[C:8]([CH2:10][CH2:11][C:12]4[CH:17]=[C:16]([CH3:18])[CH:15]=[C:14]([N:19]5[C:23]([CH3:24])=[CH:22][CH:21]=[C:20]5[CH3:25])[N:13]=4)[CH:9]=3)[C:5]#[N:6])=[CH:29][CH:30]=[C:31]2[CH:36]=[CH:35]1, predict the reactants needed to synthesize it. The reactants are: Br[C:2]1[CH:3]=[C:4]([CH:7]=[C:8]([CH2:10][CH2:11][C:12]2[CH:17]=[C:16]([CH3:18])[CH:15]=[C:14]([N:19]3[C:23]([CH3:24])=[CH:22][CH:21]=[C:20]3[CH3:25])[N:13]=2)[CH:9]=1)[C:5]#[N:6].[C:26]([C:28]1[N:33]=[C:32]2[NH:34][CH:35]=[CH:36][C:31]2=[CH:30][CH:29]=1)#[CH:27].C1C=CC(P(C2C=CC=CC=2)C2C=CC=CC=2)=CC=1.C(NCC)C. (3) Given the product [N:19]1([CH2:18][CH2:17][C:13]2[CH:12]=[C:11](/[CH:10]=[CH:9]/[C:44]3[N:43]=[CH:42][C:41]4[CH:40]=[CH:39][C:38]5[C:48]6[C:49](=[O:50])[NH:33][CH2:34][C:35]=6[NH:36][C:37]=5[C:46]=4[CH:45]=3)[CH:16]=[CH:15][CH:14]=2)[CH2:20][CH2:21][O:22][CH2:23][CH2:24]1, predict the reactants needed to synthesize it. The reactants are: CC1(C)C(C)(C)OB(/[CH:9]=[CH:10]/[C:11]2[CH:12]=[C:13]([CH2:17][CH2:18][N:19]3[CH2:24][CH2:23][O:22][CH2:21][CH2:20]3)[CH:14]=[CH:15][CH:16]=2)O1.C(OC([N:33]1[C:49](=[O:50])[C:48]2[C:38]3[CH:39]=[CH:40][C:41]4[CH:42]=[N:43][C:44](Cl)=[CH:45][C:46]=4[C:37]=3[N:36](C(OC(C)(C)C)=O)[C:35]=2[CH2:34]1)=O)(C)(C)C.C([O-])([O-])=O.[Na+].[Na+]. (4) Given the product [C:8]([O:7][C@@H:6]1[C@@H:11]([O:12][C:13](=[O:15])[CH3:14])[C@@H:16]([O:17][C:18](=[O:20])[CH3:19])[C@@H:21]([CH2:23][O:24][C:25](=[O:27])[CH3:26])[O:22][C@H:5]1[N:32]=[N+:33]=[N-:34])(=[O:10])[CH3:9], predict the reactants needed to synthesize it. The reactants are: C(O[CH:5]1[O:22][C@H:21]([CH2:23][O:24][C:25](=[O:27])[CH3:26])[C@H:16]([O:17][C:18](=[O:20])[CH3:19])[C@H:11]([O:12][C:13](=[O:15])[CH3:14])[C@H:6]1[O:7][C:8](=[O:10])[CH3:9])(=O)C.C[Si]([N:32]=[N+:33]=[N-:34])(C)C.Cl[Sn](Cl)(Cl)Cl. (5) Given the product [CH:10]1([CH:42]([C:27]2[CH:28]=[C:29]([O:32][CH2:33][C:34]3[CH:35]=[CH:36][C:37]([O:40][CH3:41])=[CH:38][CH:39]=3)[CH:30]=[CH:31][C:26]=2[C:19]2[CH:20]=[C:21]([O:24][CH3:25])[CH:22]=[CH:23][C:18]=2[F:17])[OH:43])[CH2:14][CH2:13][CH2:12][CH2:11]1, predict the reactants needed to synthesize it. The reactants are: [Cl-].[Li+].C[Si](C[Mg]Cl)(C)C.[CH:10]1([Mg]Br)[CH2:14][CH2:13][CH2:12][CH2:11]1.[F:17][C:18]1[CH:23]=[CH:22][C:21]([O:24][CH3:25])=[CH:20][C:19]=1[C:26]1[C:27]([CH:42]=[O:43])=[CH:28][C:29]([O:32][CH2:33][C:34]2[CH:39]=[CH:38][C:37]([O:40][CH3:41])=[CH:36][CH:35]=2)=[CH:30][CH:31]=1.[Cl-].[NH4+].